This data is from Forward reaction prediction with 1.9M reactions from USPTO patents (1976-2016). The task is: Predict the product of the given reaction. (1) Given the reactants [H-].[Na+].[NH:3]1[C:11]2[C:6](=[CH:7][CH:8]=[CH:9][CH:10]=2)[CH:5]=[CH:4]1.Br[CH:13]([CH3:19])[C:14]([O:16][CH2:17][CH3:18])=[O:15], predict the reaction product. The product is: [CH2:17]([O:16][C:14]([CH:13]([N:3]1[C:11]2[C:6](=[CH:7][CH:8]=[CH:9][CH:10]=2)[CH:5]=[CH:4]1)[CH3:19])=[O:15])[CH3:18]. (2) Given the reactants Br[C:2]1[S:3][C:4]([NH:18][C:19]([C:21]2[CH:22]=[N:23][N:24]3[CH:29]=[CH:28][CH:27]=[N:26][C:25]=23)=[O:20])=[C:5]([C:7]2[CH:12]=[C:11]([Cl:13])[CH:10]=[CH:9][C:8]=2[O:14][CH:15]([F:17])[F:16])[N:6]=1.CN1CC2C(CNC2)C1.C(P(C(C)(C)C)C(C)(C)C)(C)(C)C.[CH2:52]1[CH2:62][CH2:61][N:60]2[C:55](=[N:56][CH2:57][CH2:58][CH2:59]2)CC1.C1C[O:66][CH2:65]C1, predict the reaction product. The product is: [Cl:13][C:11]1[CH:10]=[CH:9][C:8]([O:14][CH:15]([F:17])[F:16])=[C:7]([C:5]2[N:6]=[C:2]([C:65]([N:56]3[CH2:57][CH:58]4[CH:62]([CH2:61][N:60]([CH3:55])[CH2:59]4)[CH2:52]3)=[O:66])[S:3][C:4]=2[NH:18][C:19]([C:21]2[CH:22]=[N:23][N:24]3[CH:29]=[CH:28][CH:27]=[N:26][C:25]=23)=[O:20])[CH:12]=1. (3) The product is: [CH3:50][O:51][C:52](=[O:80])[C@@H:53]([NH:56][C:57]([C:59]1[C:60]([CH3:79])=[N:61][C:62]([NH:66][CH2:67][CH2:68][CH2:69][C:70]2[CH:78]=[CH:77][CH:76]=[C:75]3[C:71]=2[CH:72]=[N:73][NH:74]3)=[N:63][C:64]=1[CH3:65])=[O:58])[CH2:54][NH:55][C:6]([C:2]1[S:1][CH:5]=[CH:4][CH:3]=1)=[O:8]. Given the reactants [S:1]1[CH:5]=[CH:4][CH:3]=[C:2]1[C:6]([OH:8])=O.CN(C(ON1N=NC2C=CC=CC1=2)=[N+](C)C)C.F[P-](F)(F)(F)(F)F.C1C=CC2N(O)N=NC=2C=1.C(N(CC)CC)C.[CH3:50][O:51][C:52](=[O:80])[C@@H:53]([NH:56][C:57]([C:59]1[C:60]([CH3:79])=[N:61][C:62]([NH:66][CH2:67][CH2:68][CH2:69][C:70]2[CH:78]=[CH:77][CH:76]=[C:75]3[C:71]=2[CH:72]=[N:73][NH:74]3)=[N:63][C:64]=1[CH3:65])=[O:58])[CH2:54][NH2:55], predict the reaction product.